Dataset: Full USPTO retrosynthesis dataset with 1.9M reactions from patents (1976-2016). Task: Predict the reactants needed to synthesize the given product. (1) Given the product [Cl:1][C:2]1[CH:3]=[C:4]([CH:8]([CH:10]2[CH2:15][CH2:14][O:13][CH2:12][CH2:11]2)[N:38]2[C:46]3[CH:45]=[C:44]([C:47]([O:49][CH3:50])=[O:48])[CH:43]=[CH:42][C:41]=3[C:40]3[N:51]=[CH:52][C:53]([C:55]4[N:59]([CH3:60])[N:58]=[N:57][C:56]=4[CH3:61])=[CH:54][C:39]2=3)[CH:5]=[CH:6][CH:7]=1, predict the reactants needed to synthesize it. The reactants are: [Cl:1][C:2]1[CH:3]=[C:4]([CH:8]([CH:10]2[CH2:15][CH2:14][O:13][CH2:12][CH2:11]2)O)[CH:5]=[CH:6][CH:7]=1.O.C(#N)C.C(O)(C(F)(F)F)=O.C1(CC([N:38]2[C:46]3[CH:45]=[C:44]([C:47]([O:49][CH3:50])=[O:48])[CH:43]=[CH:42][C:41]=3[C:40]3[N:51]=[CH:52][C:53]([C:55]4[N:59]([CH3:60])[N:58]=[N:57][C:56]=4[CH3:61])=[CH:54][C:39]2=3)C2CCOCC2)CC1. (2) Given the product [S:20]1[CH:21]=[CH:22][CH:23]=[C:19]1[CH:16]([CH:2]([C:1]([O:8][CH3:9])=[O:7])[C:3]([O:5][CH3:6])=[O:4])[CH:17]=[CH2:18], predict the reactants needed to synthesize it. The reactants are: [C:1]([O:8][CH3:9])(=[O:7])[CH2:2][C:3]([O:5][CH3:6])=[O:4].[H-].[Na+].C(=O)(O[CH:16]([C:19]1[S:20][CH:21]=[CH:22][CH:23]=1)[CH:17]=[CH2:18])OC.O. (3) Given the product [CH2:5]([O:7][C:8](=[O:12])[C:9]([C:18]1[CH:17]=[CH:16][C:15]([S:20][CH:21]2[CH2:25][CH2:24][CH2:23][CH2:22]2)=[C:14]([Cl:13])[CH:19]=1)=[O:10])[CH3:6], predict the reactants needed to synthesize it. The reactants are: [Cl-].[Cl-].[Cl-].[Al+3].[CH2:5]([O:7][C:8](=[O:12])[C:9](Cl)=[O:10])[CH3:6].[Cl:13][C:14]1[CH:19]=[CH:18][CH:17]=[CH:16][C:15]=1[S:20][CH:21]1[CH2:25][CH2:24][CH2:23][CH2:22]1. (4) Given the product [Cl:7][C:5]1[N:6]=[C:2]([N:19]2[CH2:24][CH2:23][O:22][CH2:21][CH2:20]2)[S:3][C:4]=1[C:8]#[N:9], predict the reactants needed to synthesize it. The reactants are: Cl[C:2]1[S:3][C:4]([C:8]#[N:9])=[C:5]([Cl:7])[N:6]=1.C(N(CC)C(C)C)(C)C.[NH:19]1[CH2:24][CH2:23][O:22][CH2:21][CH2:20]1.